Dataset: Peptide-MHC class I binding affinity with 185,985 pairs from IEDB/IMGT. Task: Regression. Given a peptide amino acid sequence and an MHC pseudo amino acid sequence, predict their binding affinity value. This is MHC class I binding data. (1) The peptide sequence is STTVKAACWW. The MHC is HLA-A11:01 with pseudo-sequence HLA-A11:01. The binding affinity (normalized) is 0. (2) The peptide sequence is NTDAFSREY. The MHC is HLA-B39:01 with pseudo-sequence HLA-B39:01. The binding affinity (normalized) is 0.0847. (3) The MHC is HLA-A02:06 with pseudo-sequence HLA-A02:06. The peptide sequence is RENGGYWLL. The binding affinity (normalized) is 0.872.